Dataset: Forward reaction prediction with 1.9M reactions from USPTO patents (1976-2016). Task: Predict the product of the given reaction. Given the reactants [NH2:1][C:2]1[S:3][C:4]([C:8]2[CH:13]=[CH:12][C:11]([S:14]([N:17]([CH3:19])[CH3:18])(=[O:16])=[O:15])=[CH:10][CH:9]=2)=[C:5]([CH3:7])[N:6]=1.[N:20]([CH2:23][CH2:24][C:25]([O:27][CH2:28][CH3:29])=[O:26])=[C:21]=[O:22], predict the reaction product. The product is: [CH2:28]([O:27][C:25](=[O:26])[CH2:24][CH2:23][NH:20][C:21]([NH:1][C:2]1[S:3][C:4]([C:8]2[CH:9]=[CH:10][C:11]([S:14](=[O:15])(=[O:16])[N:17]([CH3:18])[CH3:19])=[CH:12][CH:13]=2)=[C:5]([CH3:7])[N:6]=1)=[O:22])[CH3:29].